Task: Predict the product of the given reaction.. Dataset: Forward reaction prediction with 1.9M reactions from USPTO patents (1976-2016) (1) Given the reactants [C:1]([OH:5])(=[O:4])[CH:2]=[CH2:3].[Cl:6][C:7]1[CH:8]=[C:9]2[C:13](=[CH:14][CH:15]=1)[NH:12][CH:11]=[CH:10]2.[OH-].[Na+], predict the reaction product. The product is: [Cl:6][C:7]1[CH:8]=[C:9]2[C:13](=[CH:14][CH:15]=1)[NH:12][CH:11]=[C:10]2[CH2:3][CH2:2][C:1]([OH:5])=[O:4]. (2) Given the reactants [CH:1]1([C:7]2[CH:8]=[N:9][N:10]([CH2:12][CH2:13][C@@:14]([CH3:22])([S:18]([CH3:21])(=[O:20])=[O:19])[C:15]([O-:17])=[O:16])[CH:11]=2)[CH2:6][CH2:5][CH2:4][CH2:3][CH2:2]1.[Li+].[OH-], predict the reaction product. The product is: [CH:1]1([C:7]2[CH:8]=[N:9][N:10]([CH2:12][CH2:13][C@@:14]([CH3:22])([S:18]([CH3:21])(=[O:19])=[O:20])[C:15]([OH:17])=[O:16])[CH:11]=2)[CH2:2][CH2:3][CH2:4][CH2:5][CH2:6]1. (3) Given the reactants C(O)(=O)CC.[BH4-].[Na+].[CH2:8]([O:15][C:16]([C@@H:18]1[CH2:23][CH2:22][C:21](=[N:24][O:25][CH2:26][C:27]2[CH:32]=[CH:31][CH:30]=[CH:29][CH:28]=2)[CH2:20][N:19]1CC1C=CC=CC=1)=[O:17])[C:9]1[CH:14]=[CH:13][CH:12]=[CH:11][CH:10]=1.S(=O)(=O)(O)O.O.O.[C:47]([OH:52])(=[O:51])[C:48]([OH:50])=[O:49], predict the reaction product. The product is: [C:47]([OH:52])(=[O:51])[C:48]([OH:50])=[O:49].[CH2:26]([O:25][NH:24][C@H:21]1[CH2:20][NH:19][C@H:18]([C:16]([O:15][CH2:8][C:9]2[CH:10]=[CH:11][CH:12]=[CH:13][CH:14]=2)=[O:17])[CH2:23][CH2:22]1)[C:27]1[CH:32]=[CH:31][CH:30]=[CH:29][CH:28]=1.